The task is: Predict the product of the given reaction.. This data is from Forward reaction prediction with 1.9M reactions from USPTO patents (1976-2016). (1) Given the reactants [Br:1][C:2]1[C:6]2[CH:7]=[C:8]([O:11][CH3:12])[CH:9]=[CH:10][C:5]=2[O:4][C:3]=1[CH:13](Cl)[CH:14]1[CH2:19][CH2:18][CH2:17][CH2:16][CH2:15]1.[NH2:21][C:22]1[CH:31]=[CH:30][C:25]([C:26]([O:28]C)=[O:27])=[CH:24][CH:23]=1.[I-].[Na+].C(=O)([O-])[O-].[Na+].[Na+].Cl.[OH-].[Na+], predict the reaction product. The product is: [Br:1][C:2]1[C:6]2[CH:7]=[C:8]([O:11][CH3:12])[CH:9]=[CH:10][C:5]=2[O:4][C:3]=1[CH:13]([NH:21][C:22]1[CH:31]=[CH:30][C:25]([C:26]([OH:28])=[O:27])=[CH:24][CH:23]=1)[CH:14]1[CH2:19][CH2:18][CH2:17][CH2:16][CH2:15]1. (2) Given the reactants Cl.FC1C=C([S:13]([C:16]2[CH:28]=[CH:27][C:19]3[CH:20]4[CH2:25][CH2:24][NH:23][CH2:22][CH:21]4[O:26][C:18]=3[CH:17]=2)(=[O:15])=[O:14])C=C(OC(C)C)C=1.[CH2:29]([O:36][C:37]1[CH:42]=[C:41]([O:43][CH:44]([CH3:46])[CH3:45])[CH:40]=[C:39](I)[CH:38]=1)[C:30]1[CH:35]=[CH:34][CH:33]=[CH:32][CH:31]=1.CC([Si](SC1C=CC2C3CCN([C:71]([O:73][C:74]([CH3:77])([CH3:76])[CH3:75])=[O:72])CC3OC=2C=1)(C(C)C)C(C)C)C.[S].C1C=C(Cl)C=C(C(OO)=O)C=1.C(OC(N1CCC2C3C=C(S(C4C=CC=C(Cl)C=4)(=O)=O)C=CC=3OC2C1)=O)(C)(C)C, predict the reaction product. The product is: [C:74]([O:73][C:71]([N:23]1[CH2:24][CH2:25][CH:20]2[C:19]3[CH:27]=[CH:28][C:16]([S:13]([C:39]4[CH:40]=[C:41]([O:43][CH:44]([CH3:46])[CH3:45])[CH:42]=[C:37]([O:36][CH2:29][C:30]5[CH:35]=[CH:34][CH:33]=[CH:32][CH:31]=5)[CH:38]=4)(=[O:14])=[O:15])=[CH:17][C:18]=3[O:26][CH:21]2[CH2:22]1)=[O:72])([CH3:77])([CH3:76])[CH3:75]. (3) Given the reactants [Br:1][C:2]1[CH:3]=[C:4]([C:24]#[N:25])[C:5]([C:16]2[CH:21]=[C:20]([Cl:22])[CH:19]=[CH:18][C:17]=2[CH3:23])=[C:6]([C:8]2[CH:13]=[CH:12][C:11]([O:14]C)=[CH:10][CH:9]=2)[CH:7]=1.B(Br)(Br)Br.Cl, predict the reaction product. The product is: [Br:1][C:2]1[CH:3]=[C:4]([C:24]#[N:25])[C:5]([C:16]2[CH:21]=[C:20]([Cl:22])[CH:19]=[CH:18][C:17]=2[CH3:23])=[C:6]([C:8]2[CH:13]=[CH:12][C:11]([OH:14])=[CH:10][CH:9]=2)[CH:7]=1. (4) Given the reactants Cl[C:2]1[CH:3]=[C:4]([NH:10][C:11]2[N:16]=[CH:15][C:14]([CH:17]3[CH2:22][CH2:21][N:20]([C:23]([O:25][C:26]([CH3:29])([CH3:28])[CH3:27])=[O:24])[CH2:19][CH2:18]3)=[CH:13][CH:12]=2)[C:5](=[O:9])[N:6]([CH3:8])[N:7]=1.C([O:33][CH2:34][C:35]1[C:40](B2OC(C)(C)C(C)(C)O2)=[CH:39][CH:38]=[CH:37][C:36]=1[N:50]1[N:59]=[CH:58][C:57]2[C:52](=[C:53]([F:64])[CH:54]=[C:55]([C:60]([CH3:63])([CH3:62])[CH3:61])[CH:56]=2)[C:51]1=[O:65])(=O)C.CC(C1C=C(C(C)C)C(C2C=CC=CC=2P(C2CCCCC2)C2CCCCC2)=C(C(C)C)C=1)C.P([O-])([O-])([O-])=O.[K+].[K+].[K+], predict the reaction product. The product is: [C:60]([C:55]1[CH:56]=[C:57]2[C:52](=[C:53]([F:64])[CH:54]=1)[C:51](=[O:65])[N:50]([C:36]1[C:35]([CH2:34][OH:33])=[C:40]([C:2]3[CH:3]=[C:4]([NH:10][C:11]4[N:16]=[CH:15][C:14]([CH:17]5[CH2:22][CH2:21][N:20]([C:23]([O:25][C:26]([CH3:29])([CH3:28])[CH3:27])=[O:24])[CH2:19][CH2:18]5)=[CH:13][CH:12]=4)[C:5](=[O:9])[N:6]([CH3:8])[N:7]=3)[CH:39]=[CH:38][CH:37]=1)[N:59]=[CH:58]2)([CH3:63])([CH3:61])[CH3:62]. (5) The product is: [F:48][C:45]1[CH:46]=[CH:47][C:42]([NH:41][C:40]([C:37]2([C:35]([NH:34][C:33]3[CH:32]=[CH:31][C:4]([O:5][C:6]4[CH:11]=[CH:10][N:9]=[C:8]([NH:12][C:13]([N:61]5[CH2:62][CH2:63][CH:58]([CH2:57][N:52]6[CH2:56][CH2:55][CH2:54][CH2:53]6)[CH2:59][CH2:60]5)=[O:14])[CH:7]=4)=[CH:3][C:2]=3[F:1])=[O:36])[CH2:39][CH2:38]2)=[O:49])=[CH:43][CH:44]=1. Given the reactants [F:1][C:2]1[CH:3]=[C:4]([CH:31]=[CH:32][C:33]=1[NH:34][C:35]([C:37]1([C:40](=[O:49])[NH:41][C:42]2[CH:47]=[CH:46][C:45]([F:48])=[CH:44][CH:43]=2)[CH2:39][CH2:38]1)=[O:36])[O:5][C:6]1[CH:11]=[CH:10][N:9]=[C:8]([N:12](C(OC2C=CC=CC=2)=O)[C:13](=O)[O:14]C2C=CC=CC=2)[CH:7]=1.Cl.Cl.[N:52]1([CH2:57][CH:58]2[CH2:63][CH2:62][NH:61][CH2:60][CH2:59]2)[CH2:56][CH2:55][CH2:54][CH2:53]1.C(N(CC)CC)C.O, predict the reaction product. (6) The product is: [CH3:1][C:2]1[C:3](=[O:8])[CH2:4][CH2:5][C:6]=1[NH:9][C:10]1[CH:17]=[CH:16][C:13]([C:14]#[N:15])=[CH:12][CH:11]=1.[OH2:7]. Given the reactants [CH3:1][CH:2]1[C:6](=[O:7])[CH2:5][CH2:4][C:3]1=[O:8].[NH2:9][C:10]1[CH:17]=[CH:16][C:13]([C:14]#[N:15])=[CH:12][CH:11]=1, predict the reaction product. (7) Given the reactants [CH3:1][C@H:2]1[CH2:7][C@H:6]([C:8]([OH:10])=[O:9])[N:5]([C:11]([C@@H:13]([NH:21][S:22]([C:25]2[CH:26]=[CH:27][CH:28]=[C:29]3[CH2:34][CH:33]([CH3:35])[CH2:32][NH:31][C:30]=23)(=[O:24])=[O:23])[CH2:14][CH2:15][CH2:16][NH:17][C:18]([NH2:20])=[NH:19])=[O:12])[CH2:4][CH2:3]1.[CH3:36][C:37]1[CH2:42][C:40](=[O:41])[N:39]([C:43]2[CH:44]=[CH:45][CH:46]=[CH:47][CH:48]=2)[N:38]=1, predict the reaction product. The product is: [CH3:1][C@H:2]1[CH2:7][C@H:6]([C:8]([OH:10])=[O:9])[N:5]([C:11]([C@@H:13]([NH:21][S:22]([C:25]2[CH:26]=[CH:27][CH:28]=[C:29]3[CH2:34][CH:33]([CH3:35])[CH2:32][NH:31][C:30]=23)(=[O:23])=[O:24])[CH2:14][CH2:15][CH2:16][NH:17][C:18]([NH2:20])=[NH:19])=[O:12])[CH2:4][CH2:3]1.[CH3:36][C:37]1[CH2:42][C:40](=[O:41])[N:39]([C:43]2[CH:48]=[CH:47][CH:46]=[CH:45][CH:44]=2)[N:38]=1. (8) The product is: [CH:4]1[C:5]2[C:22](=[CH:21][C:20]3[C:7]([CH:6]=2)=[CH:8][C:9]2[C:18](=[CH:17][C:16]4[C:11]([CH:10]=2)=[CH:12][CH:13]=[CH:14][CH:15]=4)[CH:19]=3)[CH:1]=[CH:2][CH:3]=1.[C:26]1(=[O:28])[NH:27][C:23](=[O:29])[CH:24]=[CH:25]1. Given the reactants [CH:1]1[C:22]2[C:5](=[CH:6][C:7]3[C:20]([CH:21]=2)=[CH:19][C:18]2[C:9](=[CH:10][C:11]4[C:16]([CH:17]=2)=[CH:15][CH:14]=[CH:13][CH:12]=4)[CH:8]=3)[CH:4]=[CH:3][CH:2]=1.[C:23]1(=[O:29])[NH:27][C:26](=[O:28])[CH:25]=[CH:24]1, predict the reaction product. (9) Given the reactants [F:1][C:2]1[CH:7]=[CH:6][C:5]([C@H:8]([CH3:12])[C:9]([OH:11])=O)=[CH:4][CH:3]=1.[NH2:13][CH2:14][CH2:15][CH2:16][N:17]1[CH2:22][CH2:21][CH:20]([C:23]2[CH:24]=[C:25]([NH:30][C:31](=[O:35])[CH:32]([CH3:34])[CH3:33])[CH:26]=[CH:27][C:28]=2[CH3:29])[CH2:19][CH2:18]1, predict the reaction product. The product is: [F:1][C:2]1[CH:3]=[CH:4][C:5]([C@H:8]([CH3:12])[C:9]([NH:13][CH2:14][CH2:15][CH2:16][N:17]2[CH2:22][CH2:21][CH:20]([C:23]3[CH:24]=[C:25]([NH:30][C:31](=[O:35])[CH:32]([CH3:34])[CH3:33])[CH:26]=[CH:27][C:28]=3[CH3:29])[CH2:19][CH2:18]2)=[O:11])=[CH:6][CH:7]=1. (10) Given the reactants [F:1][C:2]1[CH:7]=[CH:6][C:5]([C@H:8]2[C@@H:17]([C:18]3[CH:23]=[CH:22][C:21]([O:24][CH2:25][CH2:26][N:27]4[CH2:32][CH2:31][CH2:30][CH2:29][CH2:28]4)=[CH:20][CH:19]=3)[C:16]3[C:11](=[CH:12][C:13]([O:33]C)=[CH:14][CH:15]=3)[O:10][CH2:9]2)=[CH:4][CH:3]=1.Cl.N1C=CC=CC=1, predict the reaction product. The product is: [OH:33][C:13]1[CH:12]=[C:11]2[C:16]([C@H:17]([C:18]3[CH:23]=[CH:22][C:21]([O:24][CH2:25][CH2:26][N:27]4[CH2:28][CH2:29][CH2:30][CH2:31][CH2:32]4)=[CH:20][CH:19]=3)[C@H:8]([C:5]3[CH:4]=[CH:3][C:2]([F:1])=[CH:7][CH:6]=3)[CH2:9][O:10]2)=[CH:15][CH:14]=1.